From a dataset of Forward reaction prediction with 1.9M reactions from USPTO patents (1976-2016). Predict the product of the given reaction. (1) The product is: [F:28][C:25]1[CH:26]=[C:27]2[C:22](=[CH:23][CH:24]=1)[NH:21][C:20](=[O:29])[CH:19]2[CH2:18][NH:17][C:12](=[O:14])[C:11]1[CH:15]=[CH:16][C:8]([C:4]2[CH:5]=[CH:6][CH:7]=[C:2]([F:1])[CH:3]=2)=[N:9][CH:10]=1. Given the reactants [F:1][C:2]1[CH:3]=[C:4]([C:8]2[CH:16]=[CH:15][C:11]([C:12]([OH:14])=O)=[CH:10][N:9]=2)[CH:5]=[CH:6][CH:7]=1.[NH2:17][CH2:18][CH:19]1[C:27]2[C:22](=[CH:23][CH:24]=[C:25]([F:28])[CH:26]=2)[NH:21][C:20]1=[O:29].CN(C(ON1N=NC2C=CC=CC1=2)=[N+](C)C)C.[B-](F)(F)(F)F.C(N(CC)CC)C, predict the reaction product. (2) The product is: [CH3:9][C:3]1[C:4]([CH3:8])=[CH:5][CH:6]=[CH:7][C:2]=1[C:31]#[C:30][CH2:29][OH:32]. Given the reactants I[C:2]1[CH:7]=[CH:6][CH:5]=[C:4]([CH3:8])[C:3]=1[CH3:9].C1(P(C2C=CC=CC=2)C2C=CC=CC=2)C=CC=CC=1.[CH2:29]([OH:32])[C:30]#[CH:31].C(N(C(C)C)CC)(C)C, predict the reaction product. (3) Given the reactants [CH3:1][Si:2]([CH3:8])([CH3:7])[Si:2]([CH3:8])([CH3:7])[CH3:1].CCOCC.C([Cu])#N.[C:17]([O:21][C:22](=[O:27])[NH:23][CH2:24][C:25]#[CH:26])([CH3:20])([CH3:19])[CH3:18], predict the reaction product. The product is: [C:17]([O:21][C:22](=[O:27])[NH:23][CH2:24][CH:25]=[CH:26][Si:2]([CH3:8])([CH3:7])[CH3:1])([CH3:20])([CH3:19])[CH3:18].